From a dataset of Full USPTO retrosynthesis dataset with 1.9M reactions from patents (1976-2016). Predict the reactants needed to synthesize the given product. (1) Given the product [C:16]([C:17]1[C:2]([Cl:1])=[CH:7][CH:6]=[CH:5][N:4]=1)(=[O:15])[CH3:10], predict the reactants needed to synthesize it. The reactants are: [Cl:1][C:2]1C(C#N)=[N:4][CH:5]=[CH:6][CH:7]=1.[CH3:10][Mg]I.C([O:15][CH2:16][CH3:17])C.Cl. (2) Given the product [C:35]1([C:38]2[CH:39]=[CH:40][CH:41]=[CH:42][CH:43]=2)[CH:34]=[CH:33][C:32]([NH:31][C:29](=[O:30])[C:28]2[CH:44]=[CH:45][C:46]([O:47][C:48]([F:51])([F:50])[F:49])=[C:26]([NH:25][C:11]([C:8]3([N:2]4[CH2:3][CH2:4][O:5][CH2:6][CH2:7]4)[CH2:9][CH2:10]3)=[O:13])[CH:27]=2)=[CH:37][CH:36]=1, predict the reactants needed to synthesize it. The reactants are: Cl.[N:2]1([C:8]2([C:11]([OH:13])=O)[CH2:10][CH2:9]2)[CH2:7][CH2:6][O:5][CH2:4][CH2:3]1.CN(C=O)C.C(Cl)(=O)C(Cl)=O.[NH2:25][C:26]1[CH:27]=[C:28]([CH:44]=[CH:45][C:46]=1[O:47][C:48]([F:51])([F:50])[F:49])[C:29]([NH:31][C:32]1[CH:37]=[CH:36][C:35]([C:38]2[CH:43]=[CH:42][CH:41]=[CH:40][CH:39]=2)=[CH:34][CH:33]=1)=[O:30].C(N(CC)CC)C.